This data is from Full USPTO retrosynthesis dataset with 1.9M reactions from patents (1976-2016). The task is: Predict the reactants needed to synthesize the given product. Given the product [F:1][C:2]1[CH:3]=[C:4]([C:9]2[NH:36][C:34](=[O:35])[NH:33][CH:24]([C:23]3[CH:26]=[C:27]([N+:30]([O-:32])=[O:31])[C:28]([OH:29])=[C:21]([O:20][CH2:18][CH3:19])[CH:22]=3)[C:10]=2[C:11]2[CH:16]=[CH:15][CH:14]=[CH:13][CH:12]=2)[CH:5]=[CH:6][C:7]=1[F:8], predict the reactants needed to synthesize it. The reactants are: [F:1][C:2]1[CH:3]=[C:4]([C:9](=O)[CH2:10][C:11]2[CH:16]=[CH:15][CH:14]=[CH:13][CH:12]=2)[CH:5]=[CH:6][C:7]=1[F:8].[CH2:18]([O:20][C:21]1[CH:22]=[C:23]([CH:26]=[C:27]([N+:30]([O-:32])=[O:31])[C:28]=1[OH:29])[CH:24]=O)[CH3:19].[NH2:33][C:34]([NH2:36])=[O:35].Cl.